From a dataset of Tyrosyl-DNA phosphodiesterase HTS with 341,365 compounds. Binary Classification. Given a drug SMILES string, predict its activity (active/inactive) in a high-throughput screening assay against a specified biological target. The drug is O1C(=O)C(NC(=O)C)CCCN(O)C(=O)C=C(CCOC(=O)C(NC(=O)C)CCCN(O)C(=O)C=C(CCOC(=O)C(NC(=O)C)CCCN(O)C(=O)C=C(CC1)C)C)C. The result is 0 (inactive).